From a dataset of Reaction yield outcomes from USPTO patents with 853,638 reactions. Predict the reaction yield, written as a fraction of the theoretical maximum amount of product (1.0 means a 100% yield; for example, 0.34 means a 34% yield). (1) The reactants are [CH3:1][O:2][C:3]1[C:14]2=[C:15]3[N:10]([CH2:11][CH2:12][CH2:13]2)[CH2:9][CH2:8][CH2:7][C:6]3=[CH:5][C:4]=1[CH:16]=[CH:17][C:18]1[S:22][C:21]([CH:23]=O)=[CH:20][CH:19]=1.[C:25]([C:27]1[C:28](=[C:38]([C:41]#[N:42])[C:39]#[N:40])[O:29][C:30]([CH3:37])([C:33]([F:36])([F:35])[F:34])[C:31]=1[CH3:32])#[N:26]. The catalyst is C(O)C.O1CCCC1. The product is [C:25]([C:27]1[C:28](=[C:38]([C:39]#[N:40])[C:41]#[N:42])[O:29][C:30]([CH3:37])([C:33]([F:36])([F:34])[F:35])[C:31]=1[CH:32]=[CH:23][C:21]1[S:22][C:18]([CH:17]=[CH:16][C:4]2[CH:5]=[C:6]3[C:15]4[N:10]([CH2:9][CH2:8][CH2:7]3)[CH2:11][CH2:12][CH2:13][C:14]=4[C:3]=2[O:2][CH3:1])=[CH:19][CH:20]=1)#[N:26]. The yield is 0.781. (2) The reactants are [O:1]=[C:2]([N:26]1[CH2:31][CH2:30][N:29]([C:32](=[O:43])[C:33]2[CH:38]=[CH:37][CH:36]=[CH:35][C:34]=2[C:39]([F:42])([F:41])[F:40])[CH2:28][CH2:27]1)[CH2:3][NH:4][C:5]([C:7]1[CH:11]=[C:10]([C:12]2[CH:17]=[CH:16][CH:15]=[CH:14][C:13]=2[O:18]CC2C=CC=CC=2)[O:9][N:8]=1)=[O:6]. The catalyst is CO.[Pd]. The product is [O:1]=[C:2]([N:26]1[CH2:27][CH2:28][N:29]([C:32](=[O:43])[C:33]2[CH:38]=[CH:37][CH:36]=[CH:35][C:34]=2[C:39]([F:40])([F:42])[F:41])[CH2:30][CH2:31]1)[CH2:3][NH:4][C:5]([C:7]1[CH:11]=[C:10]([C:12]2[CH:17]=[CH:16][CH:15]=[CH:14][C:13]=2[OH:18])[O:9][N:8]=1)=[O:6]. The yield is 0.620. (3) The reactants are [C:1]([O:4][C:5]1[C:6]([O:14][CH3:15])=[C:7](I)[CH:8]=[CH:9][C:10]=1[O:11][CH3:12])(=[O:3])[CH3:2].[C:16]([C:18]1[N:22]([CH3:23])[CH:21]=[N:20][CH:19]=1)#[CH:17]. The catalyst is CC#N.CCN(CC)CC.Cl[Pd](Cl)([P](C1C=CC=CC=1)(C1C=CC=CC=1)C1C=CC=CC=1)[P](C1C=CC=CC=1)(C1C=CC=CC=1)C1C=CC=CC=1. The product is [CH3:15][O:14][C:6]1[C:7]([C:17]#[C:16][C:18]2[N:22]([CH3:23])[CH:21]=[N:20][CH:19]=2)=[CH:8][CH:9]=[C:10]([O:11][CH3:12])[C:5]=1[O:4][C:1](=[O:3])[CH3:2]. The yield is 0.560. (4) The reactants are [C:1](=O)([O-])O.[Na+].CI.[CH2:8]([O:10][C:11]1[CH:12]=[C:13]([C:20]2[S:21][CH:22]=[C:23]([CH2:25][CH2:26][C:27]([C:29]3[CH:37]=[CH:36][CH:35]=[CH:34][C:30]=3[C:31]([OH:33])=[O:32])=[O:28])[N:24]=2)[CH:14]=[CH:15][C:16]=1[O:17][CH2:18][CH3:19])[CH3:9].O. The catalyst is CN(C=O)C.C(OCC)(=O)C. The product is [CH2:8]([O:10][C:11]1[CH:12]=[C:13]([C:20]2[S:21][CH:22]=[C:23]([CH2:25][CH2:26][C:27]([C:29]3[CH:37]=[CH:36][CH:35]=[CH:34][C:30]=3[C:31]([O:33][CH3:1])=[O:32])=[O:28])[N:24]=2)[CH:14]=[CH:15][C:16]=1[O:17][CH2:18][CH3:19])[CH3:9]. The yield is 0.920. (5) The yield is 0.680. No catalyst specified. The reactants are FC(F)(F)S(O[C:7]1[C:8]2[S:22][CH2:21][CH2:20][C:9]=2[N:10]=[C:11]([C:13]2[CH:18]=[CH:17][CH:16]=[C:15]([Cl:19])[CH:14]=2)[N:12]=1)(=O)=O.[NH2:25][C:26]1[CH:31]=[CH:30][C:29]([CH2:32][CH2:33][OH:34])=[CH:28][CH:27]=1. The product is [Cl:19][C:15]1[CH:14]=[C:13]([C:11]2[N:12]=[C:7]([NH:25][C:26]3[CH:31]=[CH:30][C:29]([CH2:32][CH2:33][OH:34])=[CH:28][CH:27]=3)[C:8]3[S:22][CH2:21][CH2:20][C:9]=3[N:10]=2)[CH:18]=[CH:17][CH:16]=1.